Dataset: Catalyst prediction with 721,799 reactions and 888 catalyst types from USPTO. Task: Predict which catalyst facilitates the given reaction. (1) Product: [F:19][C:20]([F:31])([F:30])[C:21]([NH:1][C:2]1[CH:3]=[C:4]2[C:8](=[CH:9][CH:10]=1)[N:7]([CH2:11][CH2:12][CH2:13][CH2:14][CH3:15])[C:6](=[O:16])[C:5]12[CH2:18][CH2:17]1)=[O:22]. Reactant: [NH2:1][C:2]1[CH:3]=[C:4]2[C:8](=[CH:9][CH:10]=1)[N:7]([CH2:11][CH2:12][CH2:13][CH2:14][CH3:15])[C:6](=[O:16])[C:5]12[CH2:18][CH2:17]1.[F:19][C:20]([F:31])([F:30])[C:21](O[C:21](=[O:22])[C:20]([F:31])([F:30])[F:19])=[O:22].CCN(CC)CC. The catalyst class is: 2. (2) Reactant: [Li]CCCC.[C:6]([C:8]1[CH:13]=[CH:12][CH:11]=[C:10]([CH3:14])[CH:9]=1)#[CH:7].N1(C=O)CC[O:18][CH2:17]C1. Product: [C:10]1([CH3:14])[CH:11]=[CH:12][CH:13]=[C:8]([C:6]#[C:7][CH:17]=[O:18])[CH:9]=1. The catalyst class is: 323.